From a dataset of Retrosynthesis with 50K atom-mapped reactions and 10 reaction types from USPTO. Predict the reactants needed to synthesize the given product. Given the product O=C(CCCCc1ccccc1)N(CCc1ccccn1)Cc1ccc(OCc2ccccc2)c(CO)c1, predict the reactants needed to synthesize it. The reactants are: O=C(Cl)CCCCc1ccccc1.OCc1cc(CNCCc2ccccn2)ccc1OCc1ccccc1.